This data is from Forward reaction prediction with 1.9M reactions from USPTO patents (1976-2016). The task is: Predict the product of the given reaction. (1) Given the reactants [C:1]([C:4]1[CH:9]=[CH:8][C:7]([C:10](=[O:12])[CH3:11])=[CH:6][CH:5]=1)(=[O:3])[CH3:2].[BH4-].[Na+].C(OCC)(=O)C, predict the reaction product. The product is: [OH:12][CH:10]([C:7]1[CH:8]=[CH:9][C:4]([C:1](=[O:3])[CH3:2])=[CH:5][CH:6]=1)[CH3:11]. (2) Given the reactants [OH:1][C:2]1[CH:7]=[CH:6][C:5]([C:8](=[O:22])[CH2:9][CH2:10][C:11]2[NH:12][N:13]=[C:14]([C:16]3[CH:21]=[CH:20][N:19]=[CH:18][CH:17]=3)[N:15]=2)=[CH:4][CH:3]=1.CO.[BH4-].[Na+].C([O-])(O)=O.[Na+], predict the reaction product. The product is: [OH:22][CH:8]([C:5]1[CH:6]=[CH:7][C:2]([OH:1])=[CH:3][CH:4]=1)[CH2:9][CH2:10][C:11]1[NH:12][N:13]=[C:14]([C:16]2[CH:17]=[CH:18][N:19]=[CH:20][CH:21]=2)[N:15]=1. (3) Given the reactants C([NH:5][S:6]([C:9]1[CH:10]=[C:11]([C:15]2[CH:20]=[CH:19][CH:18]=[C:17]([C:21]3[N:26]=[C:25]([CH3:27])[CH:24]=[C:23]([C:28]4[CH:33]=[CH:32][C:31]([C:34]([F:37])([F:36])[F:35])=[C:30]([CH3:38])[CH:29]=4)[N:22]=3)[CH:16]=2)[CH:12]=[CH:13][CH:14]=1)(=[O:8])=[O:7])(C)(C)C.C(O)(C(F)(F)F)=O, predict the reaction product. The product is: [CH3:27][C:25]1[CH:24]=[C:23]([C:28]2[CH:33]=[CH:32][C:31]([C:34]([F:37])([F:35])[F:36])=[C:30]([CH3:38])[CH:29]=2)[N:22]=[C:21]([C:17]2[CH:16]=[C:15]([C:11]3[CH:12]=[CH:13][CH:14]=[C:9]([S:6]([NH2:5])(=[O:7])=[O:8])[CH:10]=3)[CH:20]=[CH:19][CH:18]=2)[N:26]=1. (4) Given the reactants [CH3:1][O:2][C:3]1[CH:8]=[CH:7][CH:6]=[CH:5][C:4]=1[N:9]1[CH2:14][CH2:13][NH:12][CH2:11][CH2:10]1.[C:15]1([C:23]2[CH:28]=[CH:27][CH:26]=[CH:25][CH:24]=2)[C:16]([CH:21]=O)=[CH:17][CH:18]=[CH:19][CH:20]=1.[BH-](OC(C)=O)(OC(C)=O)OC(C)=O.[Na+].C1(C2C=CC=CC=2)C=CC=CC=1CN1CCN(C2C=CC=CC=2)CC1, predict the reaction product. The product is: [C:15]1([C:23]2[CH:24]=[CH:25][CH:26]=[CH:27][CH:28]=2)[CH:20]=[CH:19][CH:18]=[CH:17][C:16]=1[CH2:21][N:12]1[CH2:13][CH2:14][N:9]([C:4]2[CH:5]=[CH:6][CH:7]=[CH:8][C:3]=2[O:2][CH3:1])[CH2:10][CH2:11]1. (5) Given the reactants [F:1][C:2]1[CH:23]=[CH:22][C:5]([CH2:6][NH:7][C:8]([C:10]2[N:15]=[C:14]([CH:16]=O)[N:13]=[C:12]([O:18][CH3:19])[C:11]=2[O:20][CH3:21])=[O:9])=[CH:4][CH:3]=1.Cl.[NH2:25][OH:26].C([O-])(=O)C.[Na+], predict the reaction product. The product is: [F:1][C:2]1[CH:23]=[CH:22][C:5]([CH2:6][NH:7][C:8]([C:10]2[N:15]=[C:14]([CH:16]=[N:25][OH:26])[N:13]=[C:12]([O:18][CH3:19])[C:11]=2[O:20][CH3:21])=[O:9])=[CH:4][CH:3]=1. (6) Given the reactants [C:1]([O:5][C:6](=[O:22])[NH:7][C:8]1[CH:13]=[CH:12][CH:11]=[C:10]([O:14][C:15]2[CH:16]=[N:17][C:18]([NH2:21])=[CH:19][CH:20]=2)[CH:9]=1)([CH3:4])([CH3:3])[CH3:2].[CH2:23]([O:25][C:26]([N:28]=[C:29]=[S:30])=[O:27])[CH3:24].O, predict the reaction product. The product is: [CH2:23]([O:25][C:26](=[O:27])[NH:28][C:29]([NH:21][C:18]1[CH:19]=[CH:20][C:15]([O:14][C:10]2[CH:11]=[CH:12][CH:13]=[C:8]([NH:7][C:6]([O:5][C:1]([CH3:4])([CH3:2])[CH3:3])=[O:22])[CH:9]=2)=[CH:16][N:17]=1)=[S:30])[CH3:24]. (7) Given the reactants [CH3:1][O:2][C:3](=[O:15])[C:4](=O)[CH:5](Cl)[C:6]1[CH:11]=[CH:10][CH:9]=[C:8]([F:12])[CH:7]=1.[NH2:16][C:17]([NH2:19])=[S:18], predict the reaction product. The product is: [CH3:1][O:2][C:3]([C:4]1[N:16]=[C:17]([NH2:19])[S:18][C:5]=1[C:6]1[CH:11]=[CH:10][CH:9]=[C:8]([F:12])[CH:7]=1)=[O:15].